From a dataset of Catalyst prediction with 721,799 reactions and 888 catalyst types from USPTO. Predict which catalyst facilitates the given reaction. (1) Reactant: [C:1]([O:5][C:6](=[O:36])[NH:7][CH2:8][CH2:9][CH2:10][NH:11][CH:12]([C:15]1[N:16]([CH2:29][C:30]2[CH:35]=[CH:34][CH:33]=[CH:32][CH:31]=2)[C:17](=[O:28])[C:18]2[C:23]([C:24]([F:27])([F:26])[F:25])=[N:22][O:21][C:19]=2[N:20]=1)[CH2:13][CH3:14])([CH3:4])([CH3:3])[CH3:2].[CH3:37][C:38]1[CH:46]=[CH:45][C:41]([C:42](Cl)=[O:43])=[CH:40][CH:39]=1.CCN(CC)CC. Product: [C:1]([O:5][C:6](=[O:36])[NH:7][CH2:8][CH2:9][CH2:10][N:11]([CH:12]([C:15]1[N:16]([CH2:29][C:30]2[CH:35]=[CH:34][CH:33]=[CH:32][CH:31]=2)[C:17](=[O:28])[C:18]2[C:23]([C:24]([F:26])([F:25])[F:27])=[N:22][O:21][C:19]=2[N:20]=1)[CH2:13][CH3:14])[C:42](=[O:43])[C:41]1[CH:45]=[CH:46][C:38]([CH3:37])=[CH:39][CH:40]=1)([CH3:2])([CH3:3])[CH3:4]. The catalyst class is: 2. (2) Reactant: [Li]CCCC.I[C:7]1[C:8]([CH3:13])=[N:9][O:10][C:11]=1[CH3:12].[CH2:14]([O:21][CH2:22][CH:23]=[O:24])[C:15]1[CH:20]=[CH:19][CH:18]=[CH:17][CH:16]=1.[NH4+].[Cl-]. Product: [CH2:14]([O:21][CH2:22][CH:23]([C:7]1[C:8]([CH3:13])=[N:9][O:10][C:11]=1[CH3:12])[OH:24])[C:15]1[CH:20]=[CH:19][CH:18]=[CH:17][CH:16]=1. The catalyst class is: 1. (3) Reactant: [H-].[H-].[H-].[H-].[Li+].[Al+3].C([O:9][C:10](=O)[CH2:11][CH2:12][CH2:13][N:14]1[CH:18]=[C:17]([N+:19]([O-:21])=[O:20])[CH:16]=[N:15]1)C. Product: [N+:19]([C:17]1[CH:16]=[N:15][N:14]([CH2:13][CH2:12][CH2:11][CH2:10][OH:9])[CH:18]=1)([O-:21])=[O:20]. The catalyst class is: 1. (4) Reactant: [C:9](O[C:9]([O:11][C:12]([CH3:15])([CH3:14])[CH3:13])=[O:10])([O:11][C:12]([CH3:15])([CH3:14])[CH3:13])=[O:10].[F:16][C:17]1[CH:25]=[CH:24][CH:23]=[C:22]2[C:18]=1[CH:19]=[CH:20][NH:21]2. Product: [C:12]([O:11][C:9]([N:21]1[C:22]2[C:18](=[C:17]([F:16])[CH:25]=[CH:24][CH:23]=2)[CH:19]=[CH:20]1)=[O:10])([CH3:13])([CH3:14])[CH3:15]. The catalyst class is: 119. (5) Reactant: [NH:1]1[CH2:6][CH2:5][NH:4][CH2:3][CH2:2]1.Cl[CH2:8][Si:9]([CH3:14])([CH3:13])[O:10][CH2:11][CH3:12].[SiH4]. Product: [CH2:11]([O:10][Si:9]([CH2:14][N:1]1[CH2:6][CH2:5][NH:4][CH2:3][CH2:2]1)([CH3:13])[CH3:8])[CH3:12]. The catalyst class is: 12. (6) Reactant: [NH2:1][C:2]1[N:7]2[N:8]=[C:9]([C:11]3[O:12][CH:13]=[CH:14][CH:15]=3)[N:10]=[C:6]2[CH:5]=[C:4]([C:16]2C=CC=CC=2C=O)[N:3]=1.NC1N2N=[C:32]([C:34]3OC=[CH:37][CH:38]=3)[N:33]=[C:29]2[CH:28]=[C:27](C=O)[N:26]=1.[ClH:41]. Product: [ClH:41].[ClH:41].[NH2:1][C:2]1[N:7]2[N:8]=[C:9]([C:11]3[O:12][CH:13]=[CH:14][CH:15]=3)[N:10]=[C:6]2[CH:5]=[C:4]([CH2:16][NH:26][CH2:27][CH2:28][C:29]2[CH:37]=[CH:38][CH:34]=[CH:32][N:33]=2)[N:3]=1. The catalyst class is: 13.